This data is from Reaction yield outcomes from USPTO patents with 853,638 reactions. The task is: Predict the reaction yield, written as a fraction of the theoretical maximum amount of product (1.0 means a 100% yield; for example, 0.34 means a 34% yield). (1) The product is [Cl:1][C:2]1[C:3]([CH3:12])=[CH:4][C:5]([NH:39][CH:36]2[CH2:35][CH2:34][N:33]([C@H:30]3[CH2:31][CH2:32][C@H:27]([O:26][CH2:24][CH3:25])[CH2:28][CH2:29]3)[CH2:38][CH2:37]2)=[C:6]([N+:8]([O-:10])=[O:9])[CH:7]=1. The reactants are [Cl:1][C:2]1[CH:7]=[C:6]([N+:8]([O-:10])=[O:9])[C:5](F)=[CH:4][C:3]=1[CH3:12].C(N(C(C)C)CC)(C)C.Cl.Cl.[CH2:24]([O:26][C@H:27]1[CH2:32][CH2:31][C@H:30]([N:33]2[CH2:38][CH2:37][CH:36]([NH2:39])[CH2:35][CH2:34]2)[CH2:29][CH2:28]1)[CH3:25]. The catalyst is CN(C)C=O. The yield is 0.800. (2) The reactants are C([O:3][C:4]([C:6]1[CH:7]=[N:8][C:9]2[C:14]([CH:15]=1)=[CH:13][CH:12]=[C:11]([NH:16][C:17]([C:19]1[C:20]([C:25]3[CH:30]=[CH:29][C:28]([C:31]([F:34])([F:33])[F:32])=[CH:27][CH:26]=3)=[CH:21][CH:22]=[CH:23][CH:24]=1)=[O:18])[CH:10]=2)=[O:5])C.[OH-].[Na+]. The catalyst is CO. The product is [F:34][C:31]([F:32])([F:33])[C:28]1[CH:27]=[CH:26][C:25]([C:20]2[C:19]([C:17]([NH:16][C:11]3[CH:10]=[C:9]4[C:14]([CH:15]=[C:6]([C:4]([OH:5])=[O:3])[CH:7]=[N:8]4)=[CH:13][CH:12]=3)=[O:18])=[CH:24][CH:23]=[CH:22][CH:21]=2)=[CH:30][CH:29]=1. The yield is 0.600. (3) The reactants are [Cl:1][C:2]1[N:3]=[C:4](Cl)[C:5]2[S:10][CH:9]=[CH:8][C:6]=2[N:7]=1.[NH:12]1[CH2:17][CH2:16][O:15][CH2:14][CH2:13]1. The catalyst is CO. The product is [Cl:1][C:2]1[N:3]=[C:4]([N:12]2[CH2:17][CH2:16][O:15][CH2:14][CH2:13]2)[C:5]2[S:10][CH:9]=[CH:8][C:6]=2[N:7]=1. The yield is 1.00.